This data is from Peptide-MHC class II binding affinity with 134,281 pairs from IEDB. The task is: Regression. Given a peptide amino acid sequence and an MHC pseudo amino acid sequence, predict their binding affinity value. This is MHC class II binding data. (1) The peptide sequence is PEFQSIVQTLNAMPE. The MHC is DRB1_1101 with pseudo-sequence DRB1_1101. The binding affinity (normalized) is 0.444. (2) The peptide sequence is YPKYVKQNTLKLAT. The MHC is H-2-IAd with pseudo-sequence H-2-IAd. The binding affinity (normalized) is 0.240. (3) The peptide sequence is LEKISNEIKIVATPD. The MHC is DRB3_0101 with pseudo-sequence DRB3_0101. The binding affinity (normalized) is 0.234. (4) The peptide sequence is PAKNIYSFNEIVALW. The MHC is HLA-DPA10103-DPB10301 with pseudo-sequence HLA-DPA10103-DPB10301. The binding affinity (normalized) is 0.245. (5) The peptide sequence is RSALILRGSVAHKSC. The MHC is DRB1_0401 with pseudo-sequence DRB1_0401. The binding affinity (normalized) is 0.483.